From a dataset of Catalyst prediction with 721,799 reactions and 888 catalyst types from USPTO. Predict which catalyst facilitates the given reaction. (1) Reactant: Br[C:2]1[CH:3]=[CH:4][C:5]([F:16])=[C:6]([CH:15]=1)[O:7][CH2:8][C:9]([NH:11][CH:12]1[CH2:14][CH2:13]1)=[O:10].[B:17]1([B:17]2[O:21][C:20]([CH3:23])([CH3:22])[C:19]([CH3:25])([CH3:24])[O:18]2)[O:21][C:20]([CH3:23])([CH3:22])[C:19]([CH3:25])([CH3:24])[O:18]1.C([O-])(=O)C.[K+]. Product: [CH:12]1([NH:11][C:9](=[O:10])[CH2:8][O:7][C:6]2[CH:15]=[C:2]([B:17]3[O:21][C:20]([CH3:23])([CH3:22])[C:19]([CH3:25])([CH3:24])[O:18]3)[CH:3]=[CH:4][C:5]=2[F:16])[CH2:14][CH2:13]1. The catalyst class is: 800. (2) Reactant: [CH:1]([O:4][C:5](=[O:14])[C:6]1[CH:11]=[C:10](Br)[CH:9]=[C:8](Br)[CH:7]=1)([CH3:3])[CH3:2].C(N([CH2:20][CH3:21])CC)C.C[Si:23]([C:26]#C)([CH3:25])[CH3:24].C(OCC)(=O)C. Product: [CH:1]([O:4][C:5](=[O:14])[C:6]1[CH:11]=[C:10]([Si:23]([CH3:26])([CH3:25])[CH3:24])[CH:9]=[C:8]([Si:23]([CH3:26])([CH3:25])[CH3:24])[C:7]=1[C:20]#[CH:21])([CH3:3])[CH3:2]. The catalyst class is: 730. (3) Reactant: [CH2:1]([O:3][C:4]([CH:6]1[CH:10]([C:11]([O:13][CH2:14][CH3:15])=[O:12])[CH2:9][NH:8][CH2:7]1)=[O:5])[CH3:2].N1C=CC=CC=1.[CH3:22][S:23](Cl)(=[O:25])=[O:24]. Product: [CH2:14]([O:13][C:11]([CH:10]1[CH:6]([C:4]([O:3][CH2:1][CH3:2])=[O:5])[CH2:7][N:8]([S:23]([CH3:22])(=[O:25])=[O:24])[CH2:9]1)=[O:12])[CH3:15]. The catalyst class is: 4. (4) Reactant: [Cl:1][C:2]1[CH:3]=[C:4]([C:21]2[CH:26]=[CH:25][C:24]([C:27](O)=[O:28])=[CH:23][CH:22]=2)[CH:5]=[C:6]([Cl:20])[C:7]=1[CH2:8][N:9]1[CH2:13][CH2:12][C:11]2([CH2:18][CH2:17][CH2:16][CH2:15][CH2:14]2)[C:10]1=[O:19].C(N1C=CN=C1)(N1C=CN=C1)=O.Cl.[F:43][C:44]([F:52])([F:51])[CH:45]1[CH2:50][CH2:49][NH:48][CH2:47][CH2:46]1.C(N(C(C)C)CC)(C)C. Product: [Cl:1][C:2]1[CH:3]=[C:4]([C:21]2[CH:22]=[CH:23][C:24]([C:27]([N:48]3[CH2:49][CH2:50][CH:45]([C:44]([F:52])([F:51])[F:43])[CH2:46][CH2:47]3)=[O:28])=[CH:25][CH:26]=2)[CH:5]=[C:6]([Cl:20])[C:7]=1[CH2:8][N:9]1[CH2:13][CH2:12][C:11]2([CH2:14][CH2:15][CH2:16][CH2:17][CH2:18]2)[C:10]1=[O:19]. The catalyst class is: 124. (5) Reactant: [F:1][C:2]([F:49])([F:48])[C:3]1[CH:4]=[C:5]([CH:41]=[C:42]([C:44]([F:47])([F:46])[F:45])[CH:43]=1)[CH2:6][N:7]([CH2:23][C:24]1[CH:29]=[C:28]([C:30]([F:33])([F:32])[F:31])[CH:27]=[CH:26][C:25]=1[N:34]([CH2:37][CH2:38][CH2:39][CH3:40])[CH2:35][CH3:36])[C:8]1[N:13]=[CH:12][C:11]([O:14][CH2:15][CH2:16][CH2:17][C:18]([O:20]CC)=[O:19])=[CH:10][N:9]=1.[OH-].[Na+].C(OCC)(=O)C. Product: [F:49][C:2]([F:1])([F:48])[C:3]1[CH:4]=[C:5]([CH:41]=[C:42]([C:44]([F:45])([F:46])[F:47])[CH:43]=1)[CH2:6][N:7]([CH2:23][C:24]1[CH:29]=[C:28]([C:30]([F:33])([F:32])[F:31])[CH:27]=[CH:26][C:25]=1[N:34]([CH2:37][CH2:38][CH2:39][CH3:40])[CH2:35][CH3:36])[C:8]1[N:9]=[CH:10][C:11]([O:14][CH2:15][CH2:16][CH2:17][C:18]([OH:20])=[O:19])=[CH:12][N:13]=1. The catalyst class is: 8.